Dataset: Forward reaction prediction with 1.9M reactions from USPTO patents (1976-2016). Task: Predict the product of the given reaction. Given the reactants [Br:1][C:2]1[CH:11]=[CH:10][C:9]([N+:12]([O-:14])=[O:13])=[C:8]2[C:3]=1[CH:4]=[CH:5][N:6]=[CH:7]2.[I:15][CH3:16], predict the reaction product. The product is: [I-:15].[Br:1][C:2]1[CH:11]=[CH:10][C:9]([N+:12]([O-:14])=[O:13])=[C:8]2[C:3]=1[CH:4]=[CH:5][N+:6]([CH3:16])=[CH:7]2.